This data is from Full USPTO retrosynthesis dataset with 1.9M reactions from patents (1976-2016). The task is: Predict the reactants needed to synthesize the given product. (1) The reactants are: [CH3:1][O:2][C:3](=[O:30])[C@H:4]([C:6]1[CH:7]=[C:8]([C:16]2[CH:21]=[CH:20][C:19]([C:22]([F:25])([F:24])[F:23])=[CH:18][C:17]=2[CH2:26][NH:27][CH2:28][CH3:29])[CH:9]=[C:10]([C:12]([F:15])([F:14])[F:13])[CH:11]=1)[CH3:5].[CH2:31]([N:38]=[C:39]=[O:40])[C:32]1[CH:37]=[CH:36][CH:35]=[CH:34][CH:33]=1. Given the product [CH3:1][O:2][C:3](=[O:30])[C@H:4]([C:6]1[CH:7]=[C:8]([C:16]2[CH:21]=[CH:20][C:19]([C:22]([F:23])([F:24])[F:25])=[CH:18][C:17]=2[CH2:26][N:27]([CH2:28][CH3:29])[C:39]([NH:38][CH2:31][C:32]2[CH:37]=[CH:36][CH:35]=[CH:34][CH:33]=2)=[O:40])[CH:9]=[C:10]([C:12]([F:14])([F:15])[F:13])[CH:11]=1)[CH3:5], predict the reactants needed to synthesize it. (2) Given the product [CH:1]([O:4][C:5]1[C:14]([O:15][CH3:16])=[CH:13][CH:12]=[C:11]2[C:6]=1[CH2:7][CH2:8][CH2:9][C:10]2=[O:18])([CH3:3])[CH3:2], predict the reactants needed to synthesize it. The reactants are: [CH:1]([O:4][C:5]1[C:14]([O:15][CH3:16])=[CH:13][CH:12]=[C:11]2[C:6]=1[CH2:7][CH2:8][CH2:9][CH2:10]2)([CH3:3])[CH3:2].O.[O:18]1CCOCC1. (3) Given the product [Br:19][C:16]1[CH:17]=[CH:18][C:13]([S:12][C:10]2[C:9]3[C:4](=[CH:5][CH:6]=[CH:7][CH:8]=3)[C:3](=[O:20])[N:2]([NH:1][C:29](=[O:30])[CH2:28][C:25]3[CH:26]=[CH:27][C:22]([Cl:21])=[CH:23][CH:24]=3)[N:11]=2)=[CH:14][CH:15]=1, predict the reactants needed to synthesize it. The reactants are: [NH2:1][N:2]1[N:11]=[C:10]([S:12][C:13]2[CH:18]=[CH:17][C:16]([Br:19])=[CH:15][CH:14]=2)[C:9]2[C:4](=[CH:5][CH:6]=[CH:7][CH:8]=2)[C:3]1=[O:20].[Cl:21][C:22]1[CH:27]=[CH:26][C:25]([CH2:28][C:29](Cl)=[O:30])=[CH:24][CH:23]=1. (4) Given the product [C:10]([N:6]1[CH2:7][CH2:8][CH2:9][C@H:5]1[C:3]([OH:4])=[O:2])(=[O:20])/[CH:11]=[CH:12]/[CH2:13][CH2:14][CH2:15][CH2:16][CH2:17][CH2:18][CH3:19], predict the reactants needed to synthesize it. The reactants are: C[O:2][C:3]([C@@H:5]1[CH2:9][CH2:8][CH2:7][N:6]1[C:10](=[O:20])/[CH:11]=[CH:12]/[CH2:13][CH2:14][CH2:15][CH2:16][CH2:17][CH2:18][CH3:19])=[O:4].[OH-].[Na+].